From a dataset of Forward reaction prediction with 1.9M reactions from USPTO patents (1976-2016). Predict the product of the given reaction. (1) Given the reactants [OH-].[Na+].[CH3:3][CH:4]1[CH2:9][C:8]([C:17]2[CH:22]=[CH:21][C:20]([OH:23])=[CH:19][CH:18]=2)([C:10]2[CH:15]=[CH:14][C:13]([OH:16])=[CH:12][CH:11]=2)[CH2:7][C:6]([CH3:25])([CH3:24])[CH2:5]1, predict the reaction product. The product is: [CH3:3][CH:4]1[CH2:9][C:8]([C:10]2[CH:11]=[CH:12][C:13]([OH:16])=[CH:14][CH:15]=2)([C:17]2[CH:22]=[CH:21][C:20]([OH:23])=[CH:19][CH:18]=2)[CH2:7][C:6]([CH3:24])([CH3:25])[CH2:5]1.[C:13]1([OH:16])[CH:14]=[CH:15][CH:10]=[CH:11][CH:12]=1. (2) Given the reactants C[O:2][C:3](=[O:30])[CH2:4][O:5][C:6]1[CH:15]=[CH:14][C:13]([Cl:16])=[C:12]2[C:7]=1[C:8]([O:26][CH:27]([F:29])[F:28])=[C:9]([CH2:18][C:19]1[CH:24]=[CH:23][C:22]([F:25])=[CH:21][CH:20]=1)[C:10]([CH3:17])=[N:11]2.C[O:32][C:33](=[O:60])[CH2:34][O:35][C:36]1[CH:45]=[CH:44][C:43]([Cl:46])=[C:42]2[C:37]=1[C:38]([CH3:59])=[C:39]([CH2:51][C:52]1[CH:57]=[CH:56][C:55]([F:58])=[CH:54][CH:53]=1)[C:40]([O:47][CH:48]([F:50])[F:49])=[N:41]2.[OH-].[Li+].Cl, predict the reaction product. The product is: [Cl:16][C:13]1[CH:14]=[CH:15][C:6]([O:5][CH2:4][C:3]([OH:30])=[O:2])=[C:7]2[C:12]=1[N:11]=[C:10]([CH3:17])[C:9]([CH2:18][C:19]1[CH:20]=[CH:21][C:22]([F:25])=[CH:23][CH:24]=1)=[C:8]2[O:26][CH:27]([F:29])[F:28].[Cl:46][C:43]1[CH:44]=[CH:45][C:36]([O:35][CH2:34][C:33]([OH:60])=[O:32])=[C:37]2[C:42]=1[N:41]=[C:40]([O:47][CH:48]([F:49])[F:50])[C:39]([CH2:51][C:52]1[CH:53]=[CH:54][C:55]([F:58])=[CH:56][CH:57]=1)=[C:38]2[CH3:59]. (3) Given the reactants [Cl:1][CH2:2][CH2:3][CH2:4][N:5]1[CH2:10][C:9]2[CH:11]=[CH:12][CH:13]=[CH:14][C:8]=2[N:7]([C:15]2[CH:20]=[CH:19][CH:18]=[CH:17][CH:16]=2)[S:6]1(=[O:22])=[O:21].[CH3:23][NH2:24], predict the reaction product. The product is: [ClH:1].[O:21]=[S:6]1(=[O:22])[N:5]([CH2:4][CH2:3][CH2:2][NH:24][CH3:23])[CH2:10][C:9]2[CH:11]=[CH:12][CH:13]=[CH:14][C:8]=2[N:7]1[C:15]1[CH:20]=[CH:19][CH:18]=[CH:17][CH:16]=1. (4) Given the reactants [CH3:1][O:2][C:3]1[CH:8]=[CH:7][C:6](B(O)O)=[CH:5][C:4]=1[CH3:12].[CH3:13][C:14]1[C:18]([CH3:19])=[C:17]([CH3:20])[NH:16][N:15]=1.N1C=CC=CC=1, predict the reaction product. The product is: [CH3:1][O:2][C:3]1[CH:8]=[CH:7][C:6]([N:15]2[C:14]([CH3:13])=[C:18]([CH3:19])[C:17]([CH3:20])=[N:16]2)=[CH:5][C:4]=1[CH3:12].